This data is from Full USPTO retrosynthesis dataset with 1.9M reactions from patents (1976-2016). The task is: Predict the reactants needed to synthesize the given product. (1) Given the product [CH3:3][N:4]1[CH2:9][CH2:8][N:7]([C:11]2[CH:12]=[CH:13][C:14]([N+:18]([O-:20])=[O:19])=[C:15]([CH:17]=2)[NH2:16])[CH2:6][CH2:5]1, predict the reactants needed to synthesize it. The reactants are: [OH-].[Na+].[CH3:3][N:4]1[CH2:9][CH2:8][NH:7][CH2:6][CH2:5]1.Cl[C:11]1[CH:12]=[CH:13][C:14]([N+:18]([O-:20])=[O:19])=[C:15]([CH:17]=1)[NH2:16]. (2) Given the product [CH2:8]([C:6]1[CH:7]=[C:2]([N:31]2[CH2:30][C@@H:27]3[C@@H:26]([N:25]([CH:23]([C:17]4[CH:22]=[CH:21][CH:20]=[CH:19][CH:18]=4)[CH3:24])[CH2:29][CH2:28]3)[CH2:32]2)[N:3]=[C:4]([NH2:10])[N:5]=1)[CH3:9], predict the reactants needed to synthesize it. The reactants are: Cl[C:2]1[CH:7]=[C:6]([CH2:8][CH3:9])[N:5]=[C:4]([NH2:10])[N:3]=1.N1C=CC=CC=1.[C:17]1([CH:23]([N:25]2[CH2:29][CH2:28][CH:27]3[CH2:30][NH:31][CH2:32][CH:26]23)[CH3:24])[CH:22]=[CH:21][CH:20]=[CH:19][CH:18]=1.